This data is from Catalyst prediction with 721,799 reactions and 888 catalyst types from USPTO. The task is: Predict which catalyst facilitates the given reaction. (1) Reactant: [CH3:1][S:2]([C:5]1[CH:6]=[C:7]([NH2:12])[C:8]([NH2:11])=[CH:9][CH:10]=1)(=[O:4])=[O:3].[Br:13][C:14]1[CH:21]=[CH:20][C:17]([CH:18]=O)=[CH:16][CH:15]=1.C[Si](Cl)(C)C.C([O-])([O-])=O.[Na+].[Na+]. Product: [Br:13][C:14]1[CH:21]=[CH:20][C:17]([C:18]2[NH:12][C:7]3[CH:6]=[C:5]([S:2]([CH3:1])(=[O:3])=[O:4])[CH:10]=[CH:9][C:8]=3[N:11]=2)=[CH:16][CH:15]=1. The catalyst class is: 136. (2) Reactant: [C:12]([O:11][C:9](O[C:9]([O:11][C:12]([CH3:15])([CH3:14])[CH3:13])=[O:10])=[O:10])([CH3:15])([CH3:14])[CH3:13].[N:16]([C@@H:19]([C@@H:50]([C:57]1[CH:62]=[CH:61][C:60]([Cl:63])=[CH:59][CH:58]=1)[CH:51]1[CH2:56][CH2:55][O:54][CH2:53][CH2:52]1)[C:20]([NH:22][C:23]1[CH:28]=[CH:27][CH:26]=[C:25]([F:29])[C:24]=1[CH2:30][CH2:31][C@H:32]([NH:39][S:40]([C:43]1[CH:48]=[CH:47][C:46]([F:49])=[CH:45][CH:44]=1)(=[O:42])=[O:41])[CH2:33][NH:34][CH2:35][C@@H:36]([OH:38])[CH3:37])=[O:21])=[N+:17]=[N-:18]. Product: [N:16]([C@@H:19]([C@@H:50]([C:57]1[CH:58]=[CH:59][C:60]([Cl:63])=[CH:61][CH:62]=1)[CH:51]1[CH2:56][CH2:55][O:54][CH2:53][CH2:52]1)[C:20]([NH:22][C:23]1[CH:28]=[CH:27][CH:26]=[C:25]([F:29])[C:24]=1[CH2:30][CH2:31][C@H:32]([NH:39][S:40]([C:43]1[CH:48]=[CH:47][C:46]([F:49])=[CH:45][CH:44]=1)(=[O:42])=[O:41])[CH2:33][N:34]([CH2:35][C@@H:36]([OH:38])[CH3:37])[C:9](=[O:10])[O:11][C:12]([CH3:13])([CH3:14])[CH3:15])=[O:21])=[N+:17]=[N-:18]. The catalyst class is: 4. (3) Product: [CH2:1]([NH:8][C:9]([C:11]1[S:15][C:14]([CH:29]=[O:30])=[N:13][C:12]=1[CH3:16])=[O:10])[C:2]1[CH:3]=[CH:4][CH:5]=[CH:6][CH:7]=1. Reactant: [CH2:1]([NH:8][C:9]([C:11]1[S:15][CH:14]=[N:13][C:12]=1[CH3:16])=[O:10])[C:2]1[CH:7]=[CH:6][CH:5]=[CH:4][CH:3]=1.C[Si]([N-][Si](C)(C)C)(C)C.[Li+].CN(C)[CH:29]=[O:30]. The catalyst class is: 7. (4) Reactant: [CH:1]1([S:4]([NH:7][C:8](=[O:14])[O:9][C:10]([CH3:13])([CH3:12])[CH3:11])(=[O:6])=[O:5])[CH2:3][CH2:2]1.[Li][CH2:16]CCC.CI. Product: [C:10]([O:9][C:8](=[O:14])[NH:7][S:4]([C:1]1([CH3:16])[CH2:2][CH2:3]1)(=[O:6])=[O:5])([CH3:11])([CH3:13])[CH3:12]. The catalyst class is: 1. (5) Product: [CH2:14]([N:3]([CH2:1][CH3:2])[C:4](=[O:13])[C:5]1[CH:10]=[CH:9][CH:8]=[C:7]([OH:11])[CH:6]=1)[CH3:15]. Reactant: [CH2:1]([N:3]([CH2:14][CH3:15])[C:4](=[O:13])[C:5]1[CH:10]=[CH:9][CH:8]=[C:7]([O:11]C)[CH:6]=1)[CH3:2].B(Br)(Br)Br. The catalyst class is: 2. (6) Reactant: [F:1][C:2]1[CH:7]=[C:6]([CH2:8][CH2:9][N+:10]([O-])=O)[CH:5]=[CH:4][N:3]=1.C([O-])=O.[NH4+]. Product: [F:1][C:2]1[CH:7]=[C:6]([CH2:8][CH2:9][NH2:10])[CH:5]=[CH:4][N:3]=1. The catalyst class is: 19. (7) Reactant: [Cl:1][C:2]1[CH:7]=[CH:6][C:5]([C:8]2[O:12][C:11]([C:13]([OH:15])=O)=[CH:10][CH:9]=2)=[CH:4][CH:3]=1.[CH2:16]([O:18][C:19](=[O:29])[CH2:20][CH2:21][C:22]1[CH:27]=[CH:26][CH:25]=[C:24]([NH2:28])[CH:23]=1)[CH3:17]. Product: [CH2:16]([O:18][C:19](=[O:29])[CH2:20][CH2:21][C:22]1[CH:27]=[CH:26][CH:25]=[C:24]([NH:28][C:13]([C:11]2[O:12][C:8]([C:5]3[CH:4]=[CH:3][C:2]([Cl:1])=[CH:7][CH:6]=3)=[CH:9][CH:10]=2)=[O:15])[CH:23]=1)[CH3:17]. The catalyst class is: 25.